Regression. Given a target protein amino acid sequence and a drug SMILES string, predict the binding affinity score between them. We predict pIC50 (pIC50 = -log10(IC50 in M); higher means more potent). Dataset: bindingdb_ic50. From a dataset of Drug-target binding data from BindingDB using IC50 measurements. (1) The compound is COc1cccc(CNc2ccc(S(=O)(=O)Nc3nc4ccccc4[nH]3)cc2)c1O. The target protein (O15296) has sequence MAEFRVRVSTGEAFGAGTWDKVSVSIVGTRGESPPLPLDNLGKEFTAGAEEDFQVTLPEDVGRVLLLRVHKAPPVLPLLGPLAPDAWFCRWFQLTPPRGGHLLFPCYQWLEGAGTLVLQEGTAKVSWADHHPVLQQQRQEELQARQEMYQWKAYNPGWPHCLDEKTVEDLELNIKYSTAKNANFYLQAGSAFAEMKIKGLLDRKGLWRSLNEMKRIFNFRRTPAAEHAFEHWQEDAFFASQFLNGLNPVLIRRCHYLPKNFPVTDAMVASVLGPGTSLQAELEKGSLFLVDHGILSGIQTNVINGKPQFSAAPMTLLYQSPGCGPLLPLAIQLSQTPGPNSPIFLPTDDKWDWLLAKTWVRNAEFSFHEALTHLLHSHLLPEVFTLATLRQLPHCHPLFKLLIPHTRYTLHINTLARELLIVPGQVVDRSTGIGIEGFSELIQRNMKQLNYSLLCLPEDIRTRGVEDIPGYYYRDDGMQIWGAVERFVSEIIGIYYPSDE.... The pIC50 is 4.0. (2) The small molecule is COc1ccc(NC(=O)Nc2cc(C)cc(C)c2)cn1. The target protein (Q17339) has sequence MPSCTTPTYGVSTQLESQSSESPSRSSVMTPTSLDGDNSPRKRFPIIDNVPADRWPSTRRDGWSSVRAPPPARLTLSTNNRHIMSPISSAYSQTPNSLLSPAMFNPKSRSIFSPTLPATPMSYGKSSMDKSLFSPTATEPIEVEATVEYLADLVKEKKHLTLFPHMFSNVERLLDDEIGRVRVALFQTEFPRVELPEPAGDMISITEKIYVPKNEYPDYNFVGRILGPRGMTAKQLEQDTGCKIMVRGKGSMRDKSKESAHRGKANWEHLEDDLHVLVQCEDTENRVHIKLQAALEQVKKLLIPAPEGTDELKRKQLMELAIINGTYRPMKSPNPARVMTAVPLLSPTPLRSSGPVLMSPTPGSGLPSTTFGGSILSPTLTASNLLGSNVFDYSLLSPSMFDSFSSLQLASDLTFPKYPTTTSFVNSFPGLFTSASSFANQTNTNVSPSGASPSASSVNNTSF. The pIC50 is 5.2. (3) The small molecule is C[C@H](NC(=O)c1sccc1OCc1ccc(Cl)cc1)c1ccccc1. The target protein (O15357) has sequence MASACGAPGPGGALGSQAPSWYHRDLSRAAAEELLARAGRDGSFLVRDSESVAGAFALCVLYQKHVHTYRILPDGEDFLAVQTSQGVPVRRFQTLGELIGLYAQPNQGLVCALLLPVEGEREPDPPDDRDASDGEDEKPPLPPRSGSTSISAPTGPSSPLPAPETPTAPAAESAPNGLSTVSHDYLKGSYGLDLEAVRGGASHLPHLTRTLATSCRRLHSEVDKVLSGLEILSKVFDQQSSPMVTRLLQQQNLPQTGEQELESLVLKLSVLKDFLSGIQKKALKALQDMSSTAPPAPQPSTRKAKTIPVQAFEVKLDVTLGDLTKIGKSQKFTLSVDVEGGRLVLLRRQRDSQEDWTTFTHDRIRQLIKSQRVQNKLGVVFEKEKDRTQRKDFIFVSARKREAFCQLLQLMKNKHSKQDEPDMISVFIGTWNMGSVPPPKNVTSWFTSKGLGKTLDEVTVTIPHDIYVFGTQENSVGDREWLDLLRGGLKELTDLDYRPI.... The pIC50 is 6.2. (4) The small molecule is Cc1noc(C)c1-c1ccc2c(c1)C(N[C@H](C)CO)(c1ccccc1)C(=O)N2. The target protein sequence is MSLPSRQTAIIVNPPPPEYINTKKNGRLTNQLQYLQKVVLKDLWKHSFSWPFQRPVDAVKLQLPDYYTIIKNPMDLNTIKKRLENKYYAKASECIEDFNTMFSNCYLYNKPGDDIVLMAQALEKLFMQKLSQMPQEEQVVGVKERIKKGTQQNIAVSSAKEKSSPSATEKVFKQQEIPSVFPKTSISPLNVVQGASVNSSSQTAAQVTKGVKRKADTTTPATSAVKASSEFSPTFTEKSVALPPIKENMPKNVLPDSQQQYNVVKTVKVTEQLRHCSEILKEMLAKKHFSYAWPFYNPVDVNALGLHNYYDVVKNPMDLGTIKEKMDNQEYKDAYKFAADVRLMFMNCYKYNPPDHEVVTMARMLQDVFETHFSKIPIEPVESMPLCYIKTDITETT. The pIC50 is 7.2.